This data is from Forward reaction prediction with 1.9M reactions from USPTO patents (1976-2016). The task is: Predict the product of the given reaction. (1) Given the reactants [Br:1][C:2]([F:12])([F:11])[C:3]([F:10])([F:9])[CH2:4][CH2:5][C:6](O)=[O:7].CN(C)C=O.C(Cl)(=O)C([Cl:21])=O, predict the reaction product. The product is: [Br:1][C:2]([F:12])([F:11])[C:3]([F:10])([F:9])[CH2:4][CH2:5][C:6]([Cl:21])=[O:7]. (2) Given the reactants [CH3:1][O:2][C:3]([C:5]1[NH:6][C:7]([CH2:10][O:11][CH3:12])=[N:8][CH:9]=1)=[O:4].C(=O)([O-])[O-].[Cs+].[Cs+].Br[CH2:20][C:21]1[CH:25]=[C:24]([C:26]2[S:27][C:28]([Cl:31])=[CH:29][CH:30]=2)[O:23][N:22]=1.O, predict the reaction product. The product is: [CH3:1][O:2][C:3]([C:5]1[N:6]([CH2:20][C:21]2[CH:25]=[C:24]([C:26]3[S:27][C:28]([Cl:31])=[CH:29][CH:30]=3)[O:23][N:22]=2)[C:7]([CH2:10][O:11][CH3:12])=[N:8][CH:9]=1)=[O:4]. (3) Given the reactants [F:1][C:2]([F:15])([F:14])[O:3][C:4]1[CH:13]=[CH:12][C:7]2[N:8]=[C:9]([NH2:11])[S:10][C:6]=2[CH:5]=1.[F:16][C:17]1[CH:18]=[C:19]([CH:23]=[CH:24][C:25]=1[F:26])[C:20](Cl)=[O:21].Br[CH:28]([CH2:33][CH3:34])[C:29]([O:31]C)=[O:30].COC1C=CC2N=C(N)SC=2C=1.ClC1C=C(C=CC=1)C(Cl)=O.BrCC(OCC)=O, predict the reaction product. The product is: [F:16][C:17]1[CH:18]=[C:19]([CH:23]=[CH:24][C:25]=1[F:26])[C:20]([N:11]=[C:9]1[N:8]([CH:28]([CH2:33][CH3:34])[C:29]([OH:31])=[O:30])[C:7]2[CH:12]=[CH:13][C:4]([O:3][C:2]([F:1])([F:14])[F:15])=[CH:5][C:6]=2[S:10]1)=[O:21]. (4) The product is: [Cl:19][C:20]1[CH:25]=[CH:24][CH:23]=[C:22]([Cl:26])[C:21]=1[C:27]#[C:28][C:2]1[CH:3]=[C:4]([CH:8]([OH:18])[CH2:9][CH2:10][NH:11][C:12](=[O:17])[C:13]([F:16])([F:15])[F:14])[CH:5]=[CH:6][CH:7]=1. Given the reactants Br[C:2]1[CH:3]=[C:4]([CH:8]([OH:18])[CH2:9][CH2:10][NH:11][C:12](=[O:17])[C:13]([F:16])([F:15])[F:14])[CH:5]=[CH:6][CH:7]=1.[Cl:19][C:20]1[CH:25]=[CH:24][CH:23]=[C:22]([Cl:26])[C:21]=1[C:27]#[CH:28], predict the reaction product. (5) Given the reactants [N:1]1[CH:6]=[CH:5][C:4]([NH2:7])=[N:3][CH:2]=1.CC(C)([O-])C.[K+].[Br:14][C:15]1[CH:16]=[N:17][CH:18]=[C:19]([CH:25]=1)[C:20](OCC)=[O:21], predict the reaction product. The product is: [Br:14][C:15]1[CH:16]=[N:17][CH:18]=[C:19]([CH:25]=1)[C:20]([NH:7][C:4]1[CH:5]=[CH:6][N:1]=[CH:2][N:3]=1)=[O:21]. (6) The product is: [C:12]1([C:8]2[O:9][C:10]3[C:5]([CH2:6][CH:7]=2)=[CH:4][CH:3]=[C:2]([B:18]2[O:22][C:21]([CH3:24])([CH3:23])[C:20]([CH3:26])([CH3:25])[O:19]2)[CH:11]=3)[CH:17]=[CH:16][CH:15]=[CH:14][CH:13]=1. Given the reactants Br[C:2]1[CH:11]=[C:10]2[C:5]([CH2:6][CH:7]=[C:8]([C:12]3[CH:17]=[CH:16][CH:15]=[CH:14][CH:13]=3)[O:9]2)=[CH:4][CH:3]=1.[B:18]1([B:18]2[O:22][C:21]([CH3:24])([CH3:23])[C:20]([CH3:26])([CH3:25])[O:19]2)[O:22][C:21]([CH3:24])([CH3:23])[C:20]([CH3:26])([CH3:25])[O:19]1.C([O-])(=O)C.[K+], predict the reaction product.